Dataset: Full USPTO retrosynthesis dataset with 1.9M reactions from patents (1976-2016). Task: Predict the reactants needed to synthesize the given product. (1) Given the product [N:19]1[CH:20]=[CH:21][CH:22]=[CH:23][C:18]=1[N:11]1[CH2:12][CH2:13][C:14]2[N:15]=[C:7]([C:3]3[CH:2]=[C:1]([CH3:16])[CH:6]=[CH:5][CH:4]=3)[O:8][C:9]=2[CH2:10]1, predict the reactants needed to synthesize it. The reactants are: [C:1]1([CH3:16])[CH:6]=[CH:5][CH:4]=[C:3]([C:7]2[O:8][C:9]3[CH2:10][NH:11][CH2:12][CH2:13][C:14]=3[N:15]=2)[CH:2]=1.Br[C:18]1[CH:23]=[CH:22][CH:21]=[CH:20][N:19]=1.C(O[Na])(C)(C)C. (2) Given the product [O:26]1[CH2:27][CH2:28][N:29]([C:32]2[CH:33]=[CH:34][C:35]([NH:36][C:2]3[C:3]4[NH:16][N:15]=[CH:14][C:4]=4[N:5]=[C:6]([C:8]4[CH:9]=[CH:10][N:11]=[CH:12][CH:13]=4)[N:7]=3)=[CH:37][CH:38]=2)[CH2:30][CH2:31]1, predict the reactants needed to synthesize it. The reactants are: Cl[C:2]1[C:3]2[C:4](=[CH:14][N:15](CC3C=CC(OC)=CC=3)[N:16]=2)[N:5]=[C:6]([C:8]2[CH:13]=[CH:12][N:11]=[CH:10][CH:9]=2)[N:7]=1.[O:26]1[CH2:31][CH2:30][N:29]([C:32]2[CH:38]=[CH:37][C:35]([NH2:36])=[CH:34][CH:33]=2)[CH2:28][CH2:27]1.Cl. (3) Given the product [O:9]=[C:10]([C:1]1[CH:6]=[CH:5][CH:4]=[CH:3][CH:2]=1)[CH2:15][CH2:14][CH2:13][CH2:12][NH:11][C:16](=[O:17])[O:18][C:19]([CH3:21])([CH3:20])[CH3:22], predict the reactants needed to synthesize it. The reactants are: [C:1]1([Mg]Br)[CH:6]=[CH:5][CH:4]=[CH:3][CH:2]=1.[O:9]=[C:10]1[CH2:15][CH2:14][CH2:13][CH2:12][N:11]1[C:16]([O:18][C:19]([CH3:22])([CH3:21])[CH3:20])=[O:17].C(OCC)(=O)C. (4) Given the product [O:16]=[C:9]1[CH:10]([C:11]([O:13][CH2:14][CH3:15])=[O:12])[C:5](=[O:17])[CH2:6][CH2:7][NH:8]1, predict the reactants needed to synthesize it. The reactants are: [Na].C(O[C:5](=[O:17])[CH2:6][CH2:7][NH:8][C:9](=[O:16])[CH2:10][C:11]([O:13][CH2:14][CH3:15])=[O:12])C.Cl. (5) Given the product [NH2:20][C:17]1[O:18][CH2:19][C@H:15]([CH2:14][C@@H:13]([O:12][C:11]2[CH:10]=[C:9]([OH:8])[CH:25]=[CH:24][CH:23]=2)[CH2:21][CH3:22])[N:16]=1, predict the reactants needed to synthesize it. The reactants are: C([O:8][C:9]1[CH:10]=[C:11]([CH:23]=[CH:24][CH:25]=1)[O:12][C@@H:13]([CH2:21][CH3:22])[CH2:14][C@H:15]1[CH2:19][O:18][C:17]([NH2:20])=[N:16]1)C1C=CC=CC=1. (6) Given the product [C:1]([O:5][C:6]([N:8]1[CH2:12][C@H:11]([O:13][C:14]2[CH:19]=[CH:18][CH:17]=[C:16]([CH:20]([CH3:21])[CH3:22])[CH:15]=2)[C@H:10]([CH:23]=[O:24])[CH2:9]1)=[O:7])([CH3:3])([CH3:4])[CH3:2], predict the reactants needed to synthesize it. The reactants are: [C:1]([O:5][C:6]([N:8]1[CH2:12][C@H:11]([O:13][C:14]2[CH:19]=[CH:18][CH:17]=[C:16]([CH:20]([CH3:22])[CH3:21])[CH:15]=2)[C@@H:10]([CH2:23][OH:24])[CH2:9]1)=[O:7])([CH3:4])([CH3:3])[CH3:2].CC(OI1(OC(C)=O)(OC(C)=O)OC(=O)C2C=CC=CC1=2)=O.C([O-])(O)=O.[Na+].[O-]S([O-])(=S)=O.[Na+].[Na+]. (7) Given the product [Br:15][C:16]1[N:17]=[CH:18][N:19]([C:6]2[CH:5]=[CH:4][N:3]=[C:2]([Cl:1])[N:7]=2)[CH:20]=1, predict the reactants needed to synthesize it. The reactants are: [Cl:1][C:2]1[N:7]=[C:6](Cl)[CH:5]=[CH:4][N:3]=1.C(=O)([O-])[O-].[K+].[K+].[Br:15][C:16]1[N:17]=[CH:18][NH:19][CH:20]=1.O. (8) Given the product [C:1]1([CH2:7][CH2:8][CH:9]2[C:18]3[C:13](=[CH:14][C:15]([O:21][CH3:22])=[C:16]([O:19][CH3:20])[CH:17]=3)[CH2:12][CH2:11][N:10]2[CH2:24][C:25]([NH:34][CH:28]2[CH2:33][CH2:32][CH2:31][CH2:30][CH2:29]2)=[O:26])[CH:2]=[CH:3][CH:4]=[CH:5][CH:6]=1, predict the reactants needed to synthesize it. The reactants are: [C:1]1([CH2:7][CH2:8][CH:9]2[C:18]3[C:13](=[CH:14][C:15]([O:21][CH3:22])=[C:16]([O:19][CH3:20])[CH:17]=3)[CH2:12][CH2:11][NH:10]2)[CH:6]=[CH:5][CH:4]=[CH:3][CH:2]=1.Br[CH2:24][C:25](Br)=[O:26].[CH:28]1([NH2:34])[CH2:33][CH2:32][CH2:31][CH2:30][CH2:29]1. (9) Given the product [CH2:20]([O:19][C:17]([C:16]1([CH:4]([CH:1]([OH:3])[CH3:2])[C:8]([O:10][CH2:11][CH3:12])=[O:9])[CH2:26][CH2:25][CH2:24]1)=[O:18])[CH3:21], predict the reactants needed to synthesize it. The reactants are: [C:1]([C:4]1([C:8]([O:10][CH2:11][CH3:12])=[O:9])CCC1)(=[O:3])[CH3:2].II.Br[CH2:16][C:17]([O:19][CH2:20][CH3:21])=[O:18].Cl.O1C[CH2:26][CH2:25][CH2:24]1. (10) Given the product [CH2:3]([O:7][C:8]1[CH:17]=[CH:16][C:11]([C:12]([OH:14])=[O:13])=[CH:10][CH:9]=1)[C:4]#[C:5][CH3:6], predict the reactants needed to synthesize it. The reactants are: [OH-].[Na+].[CH2:3]([O:7][C:8]1[CH:17]=[CH:16][C:11]([C:12]([O:14]C)=[O:13])=[CH:10][CH:9]=1)[C:4]#[C:5][CH3:6].Cl.